From a dataset of Full USPTO retrosynthesis dataset with 1.9M reactions from patents (1976-2016). Predict the reactants needed to synthesize the given product. (1) Given the product [C:9]1(=[O:16])[O:15][CH2:14][CH2:13][CH2:12][CH2:11][CH2:10]1.[CH2:1]1[O:8][C:6](=[O:7])[CH2:5][O:4][C:2]1=[O:3], predict the reactants needed to synthesize it. The reactants are: [CH2:1]1[O:8][C:6](=[O:7])[CH2:5][O:4][C:2]1=[O:3].[C:9]1(=[O:16])[O:15][CH2:14][CH2:13][CH2:12][CH2:11][CH2:10]1.CCCCC(C([O-])=O)CC.CCCCC(C([O-])=O)CC.[Sn+2].C(O)(=O)C(C(C(O)=O)O)O. (2) Given the product [CH2:21]([O:23][CH:9]([CH2:8][C:7]1[CH:6]=[CH:5][C:4]([NH2:1])=[CH:16][CH:15]=1)[C:10]([O:12][CH3:13])=[O:11])[CH3:22], predict the reactants needed to synthesize it. The reactants are: [N+:1]([C:4]1[CH:16]=[CH:15][C:7]([CH:8]=[CH:9][C:10]([O:12][CH2:13]C)=[O:11])=[C:6](OCC)[CH:5]=1)([O-])=O.[Mg].[C:21](OCC)(=[O:23])[CH3:22]. (3) The reactants are: [C:1]([C:5]1[CH:15]=[CH:14][C:8]([C:9]([O:11]CC)=[O:10])=[C:7]([CH2:16][NH:17][C:18]2[CH:23]=[CH:22][CH:21]=[C:20]([C:24]3[N:25]=[C:26]([NH:32][C:33]4[CH:38]=[CH:37][C:36]([C:39]([N:41]5[CH2:46][CH2:45][O:44][CH2:43][CH2:42]5)=[O:40])=[CH:35][CH:34]=4)[C:27](=[O:31])[N:28]([CH3:30])[CH:29]=3)[C:19]=2[CH3:47])[CH:6]=1)([CH3:4])([CH3:3])[CH3:2].[Li+].[OH-].Cl. Given the product [C:1]([C:5]1[CH:15]=[CH:14][C:8]([C:9]([OH:11])=[O:10])=[C:7]([CH2:16][NH:17][C:18]2[CH:23]=[CH:22][CH:21]=[C:20]([C:24]3[N:25]=[C:26]([NH:32][C:33]4[CH:38]=[CH:37][C:36]([C:39]([N:41]5[CH2:46][CH2:45][O:44][CH2:43][CH2:42]5)=[O:40])=[CH:35][CH:34]=4)[C:27](=[O:31])[N:28]([CH3:30])[CH:29]=3)[C:19]=2[CH3:47])[CH:6]=1)([CH3:4])([CH3:3])[CH3:2], predict the reactants needed to synthesize it. (4) Given the product [ClH:50].[ClH:50].[O:1]1[C:5]2[CH:6]=[CH:7][CH:8]=[CH:9][C:4]=2[CH:3]=[C:2]1[C:10]([N:46]1[CH2:45][CH2:44][N:43]([CH2:42][CH2:41][CH2:40][N:34]2[CH2:35][CH2:36][CH2:37][CH2:38][CH2:39]2)[CH2:48][CH2:47]1)=[O:12], predict the reactants needed to synthesize it. The reactants are: [O:1]1[C:5]2[CH:6]=[CH:7][CH:8]=[CH:9][C:4]=2[CH:3]=[C:2]1[C:10]([OH:12])=O.C1C=NC2N(O)N=NC=2C=1.CCN=C=NCCCN(C)C.[N:34]1([CH2:40][CH2:41][CH2:42][N:43]2[CH2:48][CH2:47][NH:46][CH2:45][CH2:44]2)[CH2:39][CH2:38][CH2:37][CH2:36][CH2:35]1.C(Cl)[Cl:50]. (5) Given the product [Cl:21][C:22]1[CH:29]=[CH:28][C:27]([Cl:30])=[CH:26][C:23]=1[CH2:24][NH:25][C:6]1[C:5]([N+:9]([O-:11])=[O:10])=[CH:4][N:3]=[C:2]([Cl:1])[N:7]=1, predict the reactants needed to synthesize it. The reactants are: [Cl:1][C:2]1[N:7]=[C:6](Cl)[C:5]([N+:9]([O-:11])=[O:10])=[CH:4][N:3]=1.C(N(C(C)C)CC)(C)C.[Cl:21][C:22]1[CH:29]=[CH:28][C:27]([Cl:30])=[CH:26][C:23]=1[CH2:24][NH2:25].O. (6) Given the product [Cl:28][C:25]1[CH:24]=[CH:23][C:22]([NH:21][C:20]([N:14]2[CH2:15][C@H:16]([O:18][CH3:19])[CH2:17][C@@H:13]2[C:11]([NH:10][C:7]2[CH:8]=[CH:9][C:4]([C:3]([OH:30])=[O:2])=[CH:5][CH:6]=2)=[O:12])=[O:29])=[CH:27][CH:26]=1, predict the reactants needed to synthesize it. The reactants are: C[O:2][C:3](=[O:30])[C:4]1[CH:9]=[CH:8][C:7]([NH:10][C:11]([C@H:13]2[CH2:17][C@@H:16]([O:18][CH3:19])[CH2:15][N:14]2[C:20](=[O:29])[NH:21][C:22]2[CH:27]=[CH:26][C:25]([Cl:28])=[CH:24][CH:23]=2)=[O:12])=[CH:6][CH:5]=1.C[Si](C)(C)[O-].[K+]. (7) Given the product [CH3:1][O:2][C:3]1[C:8]([NH:9][C:10](=[O:29])[C@@H:11]([NH:19][C:20]2([C:23]3[CH:28]=[CH:27][CH:26]=[CH:25][N:24]=3)[CH2:21][CH2:22]2)[CH2:12][C:13]2[CH:14]=[CH:15][CH:16]=[CH:17][CH:18]=2)=[CH:7][C:6]([C:30]2[NH:34][N:33]=[CH:32][CH:31]=2)=[CH:5][N:4]=1, predict the reactants needed to synthesize it. The reactants are: [CH3:1][O:2][C:3]1[C:8]([NH:9][C:10](=[O:29])[C@@H:11]([NH:19][C:20]2([C:23]3[CH:28]=[CH:27][CH:26]=[CH:25][N:24]=3)[CH2:22][CH2:21]2)[CH2:12][C:13]2[CH:18]=[CH:17][CH:16]=[CH:15][CH:14]=2)=[CH:7][C:6]([C:30]2[N:34](C3CCCCO3)[N:33]=[CH:32][CH:31]=2)=[CH:5][N:4]=1.C(O)(C(F)(F)F)=O. (8) Given the product [CH2:13]([O:20][C:2]1[N:10]=[CH:9][CH:8]=[CH:7][C:3]=1[C:4]([OH:6])=[O:5])[C:14]1[CH:19]=[CH:18][CH:17]=[CH:16][CH:15]=1, predict the reactants needed to synthesize it. The reactants are: Cl[C:2]1[N:10]=[CH:9][CH:8]=[CH:7][C:3]=1[C:4]([OH:6])=[O:5].[H-].[Na+].[CH2:13]([OH:20])[C:14]1[CH:19]=[CH:18][CH:17]=[CH:16][CH:15]=1.Cl.